This data is from Peptide-MHC class I binding affinity with 185,985 pairs from IEDB/IMGT. The task is: Regression. Given a peptide amino acid sequence and an MHC pseudo amino acid sequence, predict their binding affinity value. This is MHC class I binding data. (1) The peptide sequence is SVNCFTSLVWAPL. The MHC is HLA-A33:01 with pseudo-sequence HLA-A33:01. The binding affinity (normalized) is 0.276. (2) The binding affinity (normalized) is 0.0847. The MHC is HLA-A03:01 with pseudo-sequence HLA-A03:01. The peptide sequence is ETALPQDSY.